Dataset: Forward reaction prediction with 1.9M reactions from USPTO patents (1976-2016). Task: Predict the product of the given reaction. Given the reactants C[O:2][C:3]([C:5]1[C:13]2[N:12]=[C:11]([C:14]3[CH:19]=[CH:18][C:17]([Cl:20])=[CH:16][C:15]=3[Cl:21])[NH:10][C:9]=2[C:8]([OH:22])=[CH:7][CH:6]=1)=[O:4].O[Li].O, predict the reaction product. The product is: [Cl:21][C:15]1[CH:16]=[C:17]([Cl:20])[CH:18]=[CH:19][C:14]=1[C:11]1[NH:10][C:9]2[C:8]([OH:22])=[CH:7][CH:6]=[C:5]([C:3]([OH:4])=[O:2])[C:13]=2[N:12]=1.